Task: Regression. Given a peptide amino acid sequence and an MHC pseudo amino acid sequence, predict their binding affinity value. This is MHC class II binding data.. Dataset: Peptide-MHC class II binding affinity with 134,281 pairs from IEDB (1) The peptide sequence is AAAAAVAAEAY. The MHC is DRB1_0101 with pseudo-sequence DRB1_0101. The binding affinity (normalized) is 0.240. (2) The peptide sequence is AFILDGDNLFVKV. The MHC is DRB1_0401 with pseudo-sequence DRB1_0401. The binding affinity (normalized) is 0.695. (3) The peptide sequence is AVTALTIAYLVGSNMK. The MHC is DRB1_0901 with pseudo-sequence DRB1_0901. The binding affinity (normalized) is 0.671.